This data is from NCI-60 drug combinations with 297,098 pairs across 59 cell lines. The task is: Regression. Given two drug SMILES strings and cell line genomic features, predict the synergy score measuring deviation from expected non-interaction effect. (1) Drug 1: CC12CCC3C(C1CCC2=O)CC(=C)C4=CC(=O)C=CC34C. Drug 2: C1=NC(=NC(=O)N1C2C(C(C(O2)CO)O)O)N. Cell line: NCI-H226. Synergy scores: CSS=34.4, Synergy_ZIP=-2.59, Synergy_Bliss=3.84, Synergy_Loewe=-1.33, Synergy_HSA=2.44. (2) Drug 1: CC1OCC2C(O1)C(C(C(O2)OC3C4COC(=O)C4C(C5=CC6=C(C=C35)OCO6)C7=CC(=C(C(=C7)OC)O)OC)O)O. Drug 2: CC1=C(C(=CC=C1)Cl)NC(=O)C2=CN=C(S2)NC3=CC(=NC(=N3)C)N4CCN(CC4)CCO. Synergy scores: CSS=52.8, Synergy_ZIP=9.91, Synergy_Bliss=8.20, Synergy_Loewe=-10.7, Synergy_HSA=4.45. Cell line: HCT116. (3) Drug 1: C1=CC(=CC=C1CCC2=CNC3=C2C(=O)NC(=N3)N)C(=O)NC(CCC(=O)O)C(=O)O. Drug 2: CC1C(C(CC(O1)OC2CC(OC(C2O)C)OC3=CC4=CC5=C(C(=O)C(C(C5)C(C(=O)C(C(C)O)O)OC)OC6CC(C(C(O6)C)O)OC7CC(C(C(O7)C)O)OC8CC(C(C(O8)C)O)(C)O)C(=C4C(=C3C)O)O)O)O. Cell line: NCIH23. Synergy scores: CSS=-0.891, Synergy_ZIP=-0.703, Synergy_Bliss=-0.734, Synergy_Loewe=-1.33, Synergy_HSA=-0.919. (4) Drug 1: CC(C)(C#N)C1=CC(=CC(=C1)CN2C=NC=N2)C(C)(C)C#N. Drug 2: COCCOC1=C(C=C2C(=C1)C(=NC=N2)NC3=CC=CC(=C3)C#C)OCCOC.Cl. Cell line: A498. Synergy scores: CSS=10.7, Synergy_ZIP=1.08, Synergy_Bliss=2.85, Synergy_Loewe=-2.85, Synergy_HSA=-1.46. (5) Drug 1: C1C(C(OC1N2C=NC3=C(N=C(N=C32)Cl)N)CO)O. Drug 2: C#CCC(CC1=CN=C2C(=N1)C(=NC(=N2)N)N)C3=CC=C(C=C3)C(=O)NC(CCC(=O)O)C(=O)O. Cell line: SF-295. Synergy scores: CSS=33.4, Synergy_ZIP=-3.69, Synergy_Bliss=-6.18, Synergy_Loewe=-9.13, Synergy_HSA=-4.15. (6) Drug 1: CN(C)N=NC1=C(NC=N1)C(=O)N. Drug 2: C1=CC(=CC=C1CCCC(=O)O)N(CCCl)CCCl. Cell line: K-562. Synergy scores: CSS=19.2, Synergy_ZIP=-2.00, Synergy_Bliss=1.29, Synergy_Loewe=-4.85, Synergy_HSA=2.74.